From a dataset of Blood-brain barrier permeability classification from the B3DB database. Regression/Classification. Given a drug SMILES string, predict its absorption, distribution, metabolism, or excretion properties. Task type varies by dataset: regression for continuous measurements (e.g., permeability, clearance, half-life) or binary classification for categorical outcomes (e.g., BBB penetration, CYP inhibition). Dataset: b3db_classification. (1) The drug is Oc1ccc2c3c1O[C@H]1[C@@H](O)C=C[C@H]4[C@@H](C2)NCC[C@]314. The result is 1 (penetrates BBB). (2) The result is 0 (does not penetrate BBB). The drug is CN(C(=O)Cc1ccccc1N)[C@H](CN1CC[C@H](O)C1)c1ccccc1. (3) The drug is O=P(O)(O)C(O)(Cc1cccnc1)P(=O)(O)O. The result is 0 (does not penetrate BBB). (4) The molecule is FC(F)O[C@H](Cl)C(F)(F)F. The result is 1 (penetrates BBB). (5) The compound is CNCCOC(c1ccccc1)c1ccccc1C. The result is 1 (penetrates BBB). (6) The molecule is CC(C)c1c(C(=O)Nc2ccccc2)c(-c2ccccc2)c(-c2ccc(F)cc2)n1CC[C@@H](O)C[C@@H](O)CC(=O)O. The result is 0 (does not penetrate BBB). (7) The drug is CC(CN1c2ccccc2Sc2ccccc21)N(C)C. The result is 1 (penetrates BBB). (8) The molecule is CC(=O)c1ccc2c(c1O)[C@@H](c1ccc(F)c(Cl)c1)CC(=O)O2. The result is 0 (does not penetrate BBB). (9) The molecule is CCOC(=O)C1=C(C)NC(C)=C(C(=O)OCC)C1c1ccccc1/C=C/C(=O)OC(C)(C)C. The result is 1 (penetrates BBB). (10) The molecule is NC(=O)OCC1[C@H](NC(=O)/C(=N/OCC(=O)O)c2csc(N)n2)C(=O)N1S(=O)(=O)O. The result is 0 (does not penetrate BBB).